This data is from Peptide-MHC class II binding affinity with 134,281 pairs from IEDB. The task is: Regression. Given a peptide amino acid sequence and an MHC pseudo amino acid sequence, predict their binding affinity value. This is MHC class II binding data. The peptide sequence is FVHLGHRDNIEDDLL. The MHC is HLA-DQA10201-DQB10202 with pseudo-sequence HLA-DQA10201-DQB10202. The binding affinity (normalized) is 0.300.